This data is from Peptide-MHC class II binding affinity with 134,281 pairs from IEDB. The task is: Regression. Given a peptide amino acid sequence and an MHC pseudo amino acid sequence, predict their binding affinity value. This is MHC class II binding data. (1) The peptide sequence is VYMDAVFEYTIDCDG. The MHC is DRB3_0202 with pseudo-sequence DRB3_0202. The binding affinity (normalized) is 0. (2) The peptide sequence is LNTITNLKVQLIRMA. The MHC is DRB3_0202 with pseudo-sequence DRB3_0202. The binding affinity (normalized) is 0.723. (3) The peptide sequence is WTTCQSIAFPSKTSASIGSL. The MHC is H-2-IAd with pseudo-sequence H-2-IAd. The binding affinity (normalized) is 0.497. (4) The peptide sequence is IQYVNYWFAPGAGAA. The MHC is DRB1_0401 with pseudo-sequence DRB1_0401. The binding affinity (normalized) is 0.479. (5) The peptide sequence is ASLTEALRVIAGALE. The MHC is DRB3_0101 with pseudo-sequence DRB3_0101. The binding affinity (normalized) is 0.268. (6) The peptide sequence is YDKFLAEVSTVLTGK. The MHC is DRB1_0401 with pseudo-sequence DRB1_0401. The binding affinity (normalized) is 0.685. (7) The peptide sequence is YDTFLANVSTVLTGK. The MHC is DRB1_1602 with pseudo-sequence DRB1_1602. The binding affinity (normalized) is 0.663.